Dataset: Catalyst prediction with 721,799 reactions and 888 catalyst types from USPTO. Task: Predict which catalyst facilitates the given reaction. (1) Reactant: [CH3:1][CH:2]([CH2:6][CH2:7][C:8]([CH3:12])=[C:9]([CH3:11])[CH3:10])[CH2:3][CH:4]=[O:5].C(O)(=O)C1C=CC=CC=1. Product: [CH3:1][CH:2]([CH2:6][CH2:7][C:8]([CH3:12])=[C:9]([CH3:11])[CH3:10])[CH2:3][CH2:4][OH:5]. The catalyst class is: 194. (2) Reactant: [F:1][C:2]1([F:37])[CH2:7][CH2:6][C:5]([C:9]2[S:10][CH:11]=[C:12]([CH2:14][O:15][C:16]3[C:21]4[CH:22]=[C:23]([C:25]5[N:26]=[C:27]6[N:31]([CH:32]=5)[N:30]=[C:29]([O:33][CH3:34])[S:28]6)[O:24][C:20]=4[CH:19]=[C:18]([O:35][CH3:36])[CH:17]=3)[N:13]=2)(O)[CH2:4][CH2:3]1.CCN(S(F)(F)[F:44])CC. Product: [CH3:34][O:33][C:29]1[S:28][C:27]2=[N:26][C:25]([C:23]3[O:24][C:20]4[CH:19]=[C:18]([O:35][CH3:36])[CH:17]=[C:16]([O:15][CH2:14][C:12]5[N:13]=[C:9]([C:5]6([F:44])[CH2:6][CH2:7][C:2]([F:37])([F:1])[CH2:3][CH2:4]6)[S:10][CH:11]=5)[C:21]=4[CH:22]=3)=[CH:32][N:31]2[N:30]=1. The catalyst class is: 4. (3) Reactant: Cl[CH2:2][CH2:3][CH2:4][N:5]1[CH2:10][CH2:9][S:8][C:7]2[CH:11]=[C:12]([N+:15]([O-:17])=[O:16])[CH:13]=[CH:14][C:6]1=2.[CH3:18][NH:19][CH3:20].[I-].[K+].C(=O)([O-])[O-].[K+].[K+]. Product: [CH3:18][N:19]([CH3:20])[CH2:2][CH2:3][CH2:4][N:5]1[CH2:10][CH2:9][S:8][C:7]2[CH:11]=[C:12]([N+:15]([O-:17])=[O:16])[CH:13]=[CH:14][C:6]1=2. The catalyst class is: 47. (4) Reactant: [CH2:1]([O:3][C:4](=[O:19])[CH:5]([C:17]#[N:18])[C:6]1[CH:11]=[CH:10][C:9]([C:12]#[N:13])=[CH:8][C:7]=1[N+:14]([O-])=O)[CH3:2]. Product: [CH2:1]([O:3][C:4]([C:5]1[C:6]2[C:7](=[CH:8][C:9]([C:12]#[N:13])=[CH:10][CH:11]=2)[NH:14][C:17]=1[NH2:18])=[O:19])[CH3:2]. The catalyst class is: 183. (5) Reactant: Br[CH:2]1[CH2:8][NH:7][C:6]2[CH:9]=[CH:10][CH:11]=[CH:12][C:5]=2[N:4]2[C:13]([CH3:16])=[N:14][N:15]=[C:3]12.CC1(C)C(C)(C)OB([C:25]2[CH:26]=[CH:27][C:28]([NH2:31])=[N:29][CH:30]=2)O1.[C:33]([O-])([O-])=O.[Cs+].[Cs+]. Product: [CH3:16][C:13]1[N:4]2[C:5]3[CH:12]=[CH:11][C:10]([C:25]4[CH:26]=[CH:27][C:28]([NH2:31])=[N:29][CH:30]=4)=[CH:9][C:6]=3[N:7]([CH3:33])[CH2:8][CH2:2][C:3]2=[N:15][N:14]=1. The catalyst class is: 70. (6) Reactant: [Cl:1][C:2]1[NH:6][C:5]2[CH:7]=[CH:8][CH:9]=[CH:10][C:4]=2[N:3]=1.[H-].[Na+].[CH3:13][Si:14]([CH3:21])([CH3:20])[CH2:15][CH2:16][O:17][CH2:18]Cl. Product: [CH3:13][Si:14]([CH3:21])([CH3:20])[CH2:15][CH2:16][O:17][CH2:18][N:3]1[C:4]2[CH:10]=[CH:9][CH:8]=[CH:7][C:5]=2[N:6]=[C:2]1[Cl:1]. The catalyst class is: 3. (7) Reactant: [NH2:1][CH2:2][CH2:3][O:4][CH2:5][CH2:6][OH:7].[C:8](O[C:8]([O:10][C:11]([CH3:14])([CH3:13])[CH3:12])=[O:9])([O:10][C:11]([CH3:14])([CH3:13])[CH3:12])=[O:9]. Product: [OH:7][CH2:6][CH2:5][O:4][CH2:3][CH2:2][NH:1][C:8](=[O:9])[O:10][C:11]([CH3:14])([CH3:13])[CH3:12]. The catalyst class is: 758. (8) Reactant: C([O:3][C:4](=[O:40])[C:5]([CH3:39])([O:7][C:8]1[CH:13]=[CH:12][C:11]([CH2:14][N:15]([C:22]2[S:26][C:25]([C:27]3[CH:32]=[CH:31][C:30]([C:33]([F:36])([F:35])[F:34])=[CH:29][CH:28]=3)=[N:24][C:23]=2[CH3:37])[CH2:16][C:17]2[O:18][CH:19]=[CH:20][CH:21]=2)=[CH:10][C:9]=1[CH3:38])[CH3:6])C.[OH-].[Na+]. Product: [CH3:39][C:5]([O:7][C:8]1[CH:13]=[CH:12][C:11]([CH2:14][N:15]([C:22]2[S:26][C:25]([C:27]3[CH:28]=[CH:29][C:30]([C:33]([F:35])([F:36])[F:34])=[CH:31][CH:32]=3)=[N:24][C:23]=2[CH3:37])[CH2:16][C:17]2[O:18][CH:19]=[CH:20][CH:21]=2)=[CH:10][C:9]=1[CH3:38])([CH3:6])[C:4]([OH:40])=[O:3]. The catalyst class is: 14.